From a dataset of Peptide-MHC class II binding affinity with 134,281 pairs from IEDB. Regression. Given a peptide amino acid sequence and an MHC pseudo amino acid sequence, predict their binding affinity value. This is MHC class II binding data. (1) The peptide sequence is TISSYFVGKMYFNLIDTK. The MHC is DRB1_0301 with pseudo-sequence DRB1_0301. The binding affinity (normalized) is 0. (2) The binding affinity (normalized) is 0.346. The peptide sequence is KGSNEKHLAVLVKYE. The MHC is DRB1_1201 with pseudo-sequence DRB1_1201.